From a dataset of Catalyst prediction with 721,799 reactions and 888 catalyst types from USPTO. Predict which catalyst facilitates the given reaction. (1) Reactant: [CH3:1][O:2][C:3]1[CH:8]=[C:7]([O:9][CH3:10])[CH:6]=[CH:5][C:4]=1[CH:11]1[S:17][CH2:16][CH2:15][N:14]=[C:13]([C:18]2[C:19](=[O:26])[O:20][C:21]([CH3:25])=[CH:22][C:23]=2[OH:24])[CH2:12]1.ClC1C(=O)C(C#N)=C(C#N)C(=O)C=1Cl. Product: [CH3:1][O:2][C:3]1[CH:8]=[C:7]([O:9][CH3:10])[CH:6]=[CH:5][C:4]=1[C:11]1[S:17][CH2:16][CH2:15][N:14]=[C:13]([C:18]2[C:19](=[O:26])[O:20][C:21]([CH3:25])=[CH:22][C:23]=2[OH:24])[CH:12]=1. The catalyst class is: 11. (2) Reactant: [CH2:1]([O:3][C:4]1[C:5]2[S:18][C:17]3[N:19]=[C:20]([C:27]4[CH:32]=[CH:31][C:30](I)=[CH:29][CH:28]=4)[CH:21]=[C:22]([C:23]([F:26])([F:25])[F:24])[C:16]=3[C:6]=2[N:7]=[C:8]([N:10]2[CH2:15][CH2:14][NH:13][CH2:12][CH2:11]2)[N:9]=1)[CH3:2].[NH:34]1[CH:38]=[CH:37][CH:36]=[N:35]1.CN[C@@H]1CCCC[C@H]1NC. Product: [CH2:1]([O:3][C:4]1[C:5]2[S:18][C:17]3[N:19]=[C:20]([C:27]4[CH:32]=[CH:31][C:30]([N:34]5[CH:38]=[CH:37][CH:36]=[N:35]5)=[CH:29][CH:28]=4)[CH:21]=[C:22]([C:23]([F:26])([F:25])[F:24])[C:16]=3[C:6]=2[N:7]=[C:8]([N:10]2[CH2:15][CH2:14][NH:13][CH2:12][CH2:11]2)[N:9]=1)[CH3:2]. The catalyst class is: 590. (3) Product: [CH3:1][O:2][C:3](=[O:32])[C@@H:4]([NH:24][C:25]([O:27][C:28]([CH3:30])([CH3:29])[CH3:31])=[O:26])[CH2:5][C:6]1[CH:7]=[CH:8][C:9]([C:12]2[C:17]([O:18][CH3:19])=[CH:16][C:15]([CH:20]=[O:21])=[CH:14][C:13]=2[O:22][CH3:23])=[CH:10][CH:11]=1. The catalyst class is: 327. Reactant: [CH3:1][O:2][C:3](=[O:32])[C@@H:4]([NH:24][C:25]([O:27][C:28]([CH3:31])([CH3:30])[CH3:29])=[O:26])[CH2:5][C:6]1[CH:11]=[CH:10][C:9]([C:12]2[C:17]([O:18][CH3:19])=[CH:16][C:15]([CH2:20][OH:21])=[CH:14][C:13]=2[O:22][CH3:23])=[CH:8][CH:7]=1. (4) Reactant: C(OC([N:8]1[CH2:13][CH2:12][CH:11]([O:14][C:15]2[C:23]3[C:18](=[CH:19][CH:20]=[CH:21][CH:22]=3)[N:17]([C:24]3[CH:29]=[CH:28][C:27]([Cl:30])=[CH:26][CH:25]=3)[N:16]=2)[CH2:10][CH2:9]1)=O)(C)(C)C.Cl.O1CCOCC1. Product: [ClH:30].[Cl:30][C:27]1[CH:28]=[CH:29][C:24]([N:17]2[C:18]3[C:23](=[CH:22][CH:21]=[CH:20][CH:19]=3)[C:15]([O:14][CH:11]3[CH2:12][CH2:13][NH:8][CH2:9][CH2:10]3)=[N:16]2)=[CH:25][CH:26]=1. The catalyst class is: 25. (5) Reactant: [N:1]([CH2:4][CH:5]([OH:35])[CH2:6][N:7]1[C:12]2[N:13]=[C:14]([NH:17][CH2:18][CH3:19])[N:15]=[CH:16][C:11]=2[CH:10]=[C:9]([C:20]2[CH:25]=[CH:24][C:23]([C:26]3[CH:31]=[N:30][CH:29]=[C:28]([CH3:32])[N:27]=3)=[CH:22][C:21]=2[Cl:33])[C:8]1=[O:34])=[N+]=[N-].Cl.C(CCP(CCC(O)=O)CCC(O)=O)(O)=O.O.C([O-])(O)=O.[Na+]. Product: [NH2:1][CH2:4][CH:5]([OH:35])[CH2:6][N:7]1[C:12]2[N:13]=[C:14]([NH:17][CH2:18][CH3:19])[N:15]=[CH:16][C:11]=2[CH:10]=[C:9]([C:20]2[CH:25]=[CH:24][C:23]([C:26]3[CH:31]=[N:30][CH:29]=[C:28]([CH3:32])[N:27]=3)=[CH:22][C:21]=2[Cl:33])[C:8]1=[O:34]. The catalyst class is: 1. (6) Reactant: [CH2:1]1[S:5](=[O:6])[CH2:4][CH2:3][CH2:2]1.[Li]CCCC.CCCCCC.[Cl:18][C:19]1[N:24]=[CH:23][C:22]([CH2:25]Cl)=[CH:21][CH:20]=1.FC(F)(F)C(O)=O. Product: [Cl:18][C:19]1[CH:20]=[CH:21][C:22]([CH2:25][CH:1]2[CH2:2][CH2:3][CH2:4][S:5]2=[O:6])=[CH:23][N:24]=1. The catalyst class is: 20. (7) Reactant: [CH:1]1([C:4]2[CH:13]=[CH:12][CH:11]=[C:10]3[C:5]=2[CH2:6][CH2:7][C:8](=[O:14])[NH:9]3)[CH2:3][CH2:2]1.[Br:15]N1C(=O)CCC1=O. Product: [Br:15][C:13]1[C:4]([CH:1]2[CH2:3][CH2:2]2)=[C:5]2[C:10](=[CH:11][CH:12]=1)[NH:9][C:8](=[O:14])[CH2:7][CH2:6]2. The catalyst class is: 9. (8) Reactant: Cl.[NH2:2][C:3]1[C:12]2[N:13]=[C:14]([CH2:28][CH2:29][O:30][CH3:31])[N:15]([CH2:16][CH2:17][CH2:18][CH2:19][NH:20]C(=O)OC(C)(C)C)[C:11]=2[C:10]2[CH:9]=[CH:8][C:7]([O:32][CH2:33][C:34]3[CH:39]=[CH:38][CH:37]=[CH:36][CH:35]=3)=[CH:6][C:5]=2[N:4]=1.[OH-].[NH4+]. Product: [NH2:20][CH2:19][CH2:18][CH2:17][CH2:16][N:15]1[C:11]2[C:10]3[CH:9]=[CH:8][C:7]([O:32][CH2:33][C:34]4[CH:35]=[CH:36][CH:37]=[CH:38][CH:39]=4)=[CH:6][C:5]=3[N:4]=[C:3]([NH2:2])[C:12]=2[N:13]=[C:14]1[CH2:28][CH2:29][O:30][CH3:31]. The catalyst class is: 40. (9) Reactant: [CH3:1][O:2][C:3]([C:5]1[CH:9]([C:10](=[O:24])[NH:11][C@:12]2([C:17]([O:19][C:20]([CH3:23])([CH3:22])[CH3:21])=[O:18])[CH2:14][C@H:13]2[CH:15]=[CH2:16])[CH2:8][CH:7]([OH:25])[CH:6]=1)=[O:4].[CH3:26][O:27][C:28]1[CH:37]=[C:36]2[C:31]([C:32](O)=[CH:33][C:34]([C:38]3[CH:43]=[CH:42][CH:41]=[CH:40][CH:39]=3)=[N:35]2)=[CH:30][CH:29]=1.C1(P(C2C=CC=CC=2)C2C=CC=CC=2)C=CC=CC=1.CC(OC(/N=N/C(OC(C)C)=O)=O)C. Product: [CH3:1][O:2][C:3]([C:5]1[CH:9]([C:10](=[O:24])[NH:11][C@:12]2([C:17]([O:19][C:20]([CH3:21])([CH3:23])[CH3:22])=[O:18])[CH2:14][C@H:13]2[CH:15]=[CH2:16])[CH2:8][CH:7]([O:25][C:32]2[C:31]3[C:36](=[CH:37][C:28]([O:27][CH3:26])=[CH:29][CH:30]=3)[N:35]=[C:34]([C:38]3[CH:39]=[CH:40][CH:41]=[CH:42][CH:43]=3)[CH:33]=2)[CH:6]=1)=[O:4]. The catalyst class is: 1. (10) Reactant: [CH3:1][C:2]1([CH3:13])[C:7](=[O:8])[C:6]([CH3:10])([CH3:9])[C:5](=[O:11])[CH2:4][C:3]1=[O:12].[CH:14](Cl)(Cl)Cl.[CH3:18][C:19]([CH2:21][C:22]([CH2:24][C:25](O)=O)=O)=O.Cl.[C:29]1([CH3:35])[CH:34]=[CH:33][CH:32]=[CH:31][CH:30]=1. Product: [CH3:35][C:29]1[CH:34]=[C:33]([C:18]2[CH:25]=[CH:24][CH:22]=[CH:21][CH:19]=2)[CH:32]=[C:31]([CH3:14])[C:30]=1[CH:4]1[C:3](=[O:12])[C:2]([CH3:13])([CH3:1])[C:7](=[O:8])[C:6]([CH3:9])([CH3:10])[C:5]1=[O:11]. The catalyst class is: 277.